Dataset: Forward reaction prediction with 1.9M reactions from USPTO patents (1976-2016). Task: Predict the product of the given reaction. (1) Given the reactants [Br:1][C:2]1[C:3]([Cl:13])=[CH:4][C:5]([F:12])=[C:6]([S:8](Cl)(=[O:10])=[O:9])[CH:7]=1.[CH3:14][C:15]1([CH3:25])[C:24]2[C:19](=[CH:20][CH:21]=[CH:22][CH:23]=2)[NH:18][CH2:17][CH2:16]1.C(N(CC)CC)C.S(Cl)(Cl)(=O)=O, predict the reaction product. The product is: [Br:1][C:2]1[C:3]([Cl:13])=[CH:4][C:5]([F:12])=[C:6]([S:8]([N:18]2[C:19]3[C:24](=[CH:23][CH:22]=[CH:21][CH:20]=3)[C:15]([CH3:25])([CH3:14])[CH2:16][CH2:17]2)(=[O:10])=[O:9])[CH:7]=1. (2) Given the reactants [CH2:1]([N:5]1[C:9](=[O:10])[C:8]2=[CH:11][CH:12]=[CH:13][CH:14]=[C:7]2[C:6]1=[O:15])[CH2:2][C:3]#[CH:4].O1CCCC1.Br[C:22]1[N:23]=[CH:24][S:25][CH:26]=1, predict the reaction product. The product is: [S:25]1[CH:26]=[CH:22][N:23]=[C:24]1[C:4]#[C:3][CH2:2][CH2:1][N:5]1[C:9](=[O:10])[C:8]2[C:7](=[CH:14][CH:13]=[CH:12][CH:11]=2)[C:6]1=[O:15].